Dataset: Forward reaction prediction with 1.9M reactions from USPTO patents (1976-2016). Task: Predict the product of the given reaction. (1) Given the reactants C(OC(=O)[NH:10][C@@H:11]([CH:39]1[CH2:44][CH2:43][C:42]([F:46])([F:45])[CH2:41][CH2:40]1)[C:12]([N:14]1[C@H:19]([C:20](=[O:32])[NH:21][C@H:22]2[C:31]3[C:26](=[CH:27][CH:28]=[CH:29][CH:30]=3)[O:25][CH2:24][CH2:23]2)[CH2:18][N:17]2[CH2:33][C@@H:34]([O:36][CH2:37][CH3:38])[CH2:35][C@@H:16]2[CH2:15]1)=[O:13])C1C=CC=CC=1.[C:48]([O:52][C:53]([N:55]([CH3:61])[C@H:56]([C:58]([OH:60])=O)[CH3:57])=[O:54])([CH3:51])([CH3:50])[CH3:49].Cl.C(N=C=NCCCN(C)C)C.ON1C2C=CC=CC=2N=N1.C(N(CC)C(C)C)(C)C, predict the reaction product. The product is: [C:48]([O:52][C:53](=[O:54])[N:55]([C@@H:56]([CH3:57])[C:58]([NH:10][C@@H:11]([CH:39]1[CH2:44][CH2:43][C:42]([F:46])([F:45])[CH2:41][CH2:40]1)[C:12]([N:14]1[C@H:19]([C:20](=[O:32])[NH:21][C@H:22]2[C:31]3[C:26](=[CH:27][CH:28]=[CH:29][CH:30]=3)[O:25][CH2:24][CH2:23]2)[CH2:18][N:17]2[CH2:33][C@@H:34]([O:36][CH2:37][CH3:38])[CH2:35][C@@H:16]2[CH2:15]1)=[O:13])=[O:60])[CH3:61])([CH3:49])([CH3:50])[CH3:51]. (2) Given the reactants [N:1]1([C:7]2[CH:8]=[CH:9][C:10]3[N:11]([C:13]([C:16]([F:19])([F:18])[F:17])=[N:14][N:15]=3)[N:12]=2)[CH2:6][CH2:5][NH:4][CH2:3][CH2:2]1.[CH3:20][N:21]([CH3:33])[CH2:22][CH2:23][O:24][C:25]1[CH:32]=[CH:31][C:28]([CH:29]=O)=[CH:27][CH:26]=1, predict the reaction product. The product is: [CH3:20][N:21]([CH3:33])[CH2:22][CH2:23][O:24][C:25]1[CH:26]=[CH:27][C:28]([CH2:29][N:4]2[CH2:3][CH2:2][N:1]([C:7]3[CH:8]=[CH:9][C:10]4[N:11]([C:13]([C:16]([F:17])([F:18])[F:19])=[N:14][N:15]=4)[N:12]=3)[CH2:6][CH2:5]2)=[CH:31][CH:32]=1. (3) Given the reactants [Cl:1][C:2]1[CH:3]=[C:4]([N:8]2[CH2:14][CH2:13][CH2:12][N:11]([C:15]([O:17][C:18]([CH3:21])([CH3:20])[CH3:19])=[O:16])[CH2:10][CH2:9]2)[CH:5]=[N:6][CH:7]=1.[Br:22]N1C(=O)CCC1=O, predict the reaction product. The product is: [Br:22][C:7]1[N:6]=[CH:5][C:4]([N:8]2[CH2:14][CH2:13][CH2:12][N:11]([C:15]([O:17][C:18]([CH3:21])([CH3:20])[CH3:19])=[O:16])[CH2:10][CH2:9]2)=[CH:3][C:2]=1[Cl:1]. (4) Given the reactants C[Li].Br[C:4]1[CH:5]=[C:6]([CH:9]=[CH:10][CH:11]=1)[NH:7][CH3:8].C([Li])(C)(C)C.[B:17](OC)([O:20]C)[O:18]C.Cl, predict the reaction product. The product is: [CH3:8][NH:7][C:6]1[CH:5]=[C:4]([B:17]([OH:20])[OH:18])[CH:11]=[CH:10][CH:9]=1. (5) Given the reactants [CH:1]1([C:6]2[CH:29]=[CH:28][C:9]([CH2:10][O:11][C:12]3[CH:20]=[CH:19][C:18]4[N:17]5[CH2:21][CH2:22][CH:23]([CH2:24][C:25]([OH:27])=[O:26])[C:16]5=[CH:15][C:14]=4[CH:13]=3)=[CH:8][C:7]=2[C:30]([F:33])([F:32])[F:31])[CH2:5][CH2:4][CH2:3][CH2:2]1.C1C(=O)N([Cl:41])C(=O)C1, predict the reaction product. The product is: [Cl:41][C:15]1[C:14]2[CH:13]=[C:12]([O:11][CH2:10][C:9]3[CH:28]=[CH:29][C:6]([CH:1]4[CH2:5][CH2:4][CH2:3][CH2:2]4)=[C:7]([C:30]([F:33])([F:31])[F:32])[CH:8]=3)[CH:20]=[CH:19][C:18]=2[N:17]2[CH2:21][CH2:22][CH:23]([CH2:24][C:25]([OH:27])=[O:26])[C:16]=12. (6) Given the reactants F[C:2]1[CH:3]=[C:4]([CH:8]=[CH:9][C:10]=1[N+:11]([O-])=O)[C:5]([NH2:7])=[O:6].[CH3:14][C:15]1[CH:19]=[C:18]([CH:20]([OH:22])[CH3:21])[O:17][N:16]=1, predict the reaction product. The product is: [NH2:11][C:10]1[CH:9]=[CH:8][C:4]([C:5]([NH2:7])=[O:6])=[CH:3][C:2]=1[O:22][CH:20]([C:18]1[O:17][N:16]=[C:15]([CH3:14])[CH:19]=1)[CH3:21].